Dataset: NCI-60 drug combinations with 297,098 pairs across 59 cell lines. Task: Regression. Given two drug SMILES strings and cell line genomic features, predict the synergy score measuring deviation from expected non-interaction effect. (1) Drug 1: CC1=C2C(C(=O)C3(C(CC4C(C3C(C(C2(C)C)(CC1OC(=O)C(C(C5=CC=CC=C5)NC(=O)OC(C)(C)C)O)O)OC(=O)C6=CC=CC=C6)(CO4)OC(=O)C)O)C)O. Drug 2: C1C(C(OC1N2C=NC3=C2NC=NCC3O)CO)O. Cell line: PC-3. Synergy scores: CSS=10.2, Synergy_ZIP=-1.98, Synergy_Bliss=-1.75, Synergy_Loewe=7.81, Synergy_HSA=-0.955. (2) Drug 1: C1CCN(CC1)CCOC2=CC=C(C=C2)C(=O)C3=C(SC4=C3C=CC(=C4)O)C5=CC=C(C=C5)O. Cell line: SK-MEL-5. Drug 2: COC1=CC(=CC(=C1O)OC)C2C3C(COC3=O)C(C4=CC5=C(C=C24)OCO5)OC6C(C(C7C(O6)COC(O7)C8=CC=CS8)O)O. Synergy scores: CSS=16.0, Synergy_ZIP=-5.16, Synergy_Bliss=5.10, Synergy_Loewe=-15.7, Synergy_HSA=-0.455. (3) Drug 1: CC1=C(C(CCC1)(C)C)C=CC(=CC=CC(=CC(=O)O)C)C. Drug 2: COC1=NC(=NC2=C1N=CN2C3C(C(C(O3)CO)O)O)N. Cell line: UO-31. Synergy scores: CSS=3.58, Synergy_ZIP=-0.299, Synergy_Bliss=1.36, Synergy_Loewe=0.595, Synergy_HSA=0.0778. (4) Drug 1: CC1=C(C(=CC=C1)Cl)NC(=O)C2=CN=C(S2)NC3=CC(=NC(=N3)C)N4CCN(CC4)CCO. Drug 2: C(CN)CNCCSP(=O)(O)O. Cell line: NCI-H322M. Synergy scores: CSS=2.68, Synergy_ZIP=-0.124, Synergy_Bliss=2.27, Synergy_Loewe=0.124, Synergy_HSA=1.25. (5) Drug 1: CCC1=CC2CC(C3=C(CN(C2)C1)C4=CC=CC=C4N3)(C5=C(C=C6C(=C5)C78CCN9C7C(C=CC9)(C(C(C8N6C)(C(=O)OC)O)OC(=O)C)CC)OC)C(=O)OC.C(C(C(=O)O)O)(C(=O)O)O. Drug 2: CN(CC1=CN=C2C(=N1)C(=NC(=N2)N)N)C3=CC=C(C=C3)C(=O)NC(CCC(=O)O)C(=O)O. Cell line: MALME-3M. Synergy scores: CSS=30.2, Synergy_ZIP=-3.16, Synergy_Bliss=0.900, Synergy_Loewe=-3.09, Synergy_HSA=0.454. (6) Drug 1: COC1=CC(=CC(=C1O)OC)C2C3C(COC3=O)C(C4=CC5=C(C=C24)OCO5)OC6C(C(C7C(O6)COC(O7)C8=CC=CS8)O)O. Drug 2: C1=CC(=CC=C1C#N)C(C2=CC=C(C=C2)C#N)N3C=NC=N3. Cell line: M14. Synergy scores: CSS=32.6, Synergy_ZIP=1.36, Synergy_Bliss=0.114, Synergy_Loewe=-14.1, Synergy_HSA=-0.685. (7) Drug 1: CCCS(=O)(=O)NC1=C(C(=C(C=C1)F)C(=O)C2=CNC3=C2C=C(C=N3)C4=CC=C(C=C4)Cl)F. Drug 2: CCC1=C2CN3C(=CC4=C(C3=O)COC(=O)C4(CC)O)C2=NC5=C1C=C(C=C5)O. Cell line: CAKI-1. Synergy scores: CSS=51.0, Synergy_ZIP=-2.31, Synergy_Bliss=-7.53, Synergy_Loewe=-25.3, Synergy_HSA=-5.95.